Task: Predict which catalyst facilitates the given reaction.. Dataset: Catalyst prediction with 721,799 reactions and 888 catalyst types from USPTO Reactant: [Cl:1][C:2]1[C:47]([Cl:48])=[CH:46][C:5]2[N:6]([CH2:38][O:39][CH2:40][CH2:41][Si:42]([CH3:45])([CH3:44])[CH3:43])[C:7]([CH2:9][CH2:10][CH2:11][CH2:12][NH:13][CH2:14][C@@H:15]3[C@H:19]4[O:20][C:21]([CH3:24])([CH3:23])[O:22][C@H:18]4[C@H:17]([N:25]4[C:29]5[N:30]=[CH:31][N:32]=[C:33]([NH:34][CH:35]6[CH2:37][CH2:36]6)[C:28]=5[CH:27]=[CH:26]4)[CH2:16]3)=[N:8][C:4]=2[CH:3]=1.CO.C=O.[BH3-][C:54]#N.[Na+]. Product: [Cl:1][C:2]1[C:47]([Cl:48])=[CH:46][C:5]2[N:6]([CH2:38][O:39][CH2:40][CH2:41][Si:42]([CH3:43])([CH3:44])[CH3:45])[C:7]([CH2:9][CH2:10][CH2:11][CH2:12][N:13]([CH2:14][C@@H:15]3[C@H:19]4[O:20][C:21]([CH3:24])([CH3:23])[O:22][C@H:18]4[C@H:17]([N:25]4[C:29]5[N:30]=[CH:31][N:32]=[C:33]([NH:34][CH:35]6[CH2:36][CH2:37]6)[C:28]=5[CH:27]=[CH:26]4)[CH2:16]3)[CH3:54])=[N:8][C:4]=2[CH:3]=1. The catalyst class is: 1.